Dataset: Catalyst prediction with 721,799 reactions and 888 catalyst types from USPTO. Task: Predict which catalyst facilitates the given reaction. (1) Reactant: [CH2:1]([N:3]1[C:7](/[CH:8]=[CH:9]/[C:10]2[C:11]([O:21][CH2:22][C:23]3[CH:48]=[CH:47][C:26]([O:27][CH2:28][C:29]4[N:30]=[C:31]([C:35]5[CH:40]=[CH:39][C:38]([CH2:41][C:42]([O:44]CC)=[O:43])=[CH:37][CH:36]=5)[O:32][C:33]=4[CH3:34])=[C:25]([O:49][CH3:50])[CH:24]=3)=[N:12][N:13]([C:15]3[CH:20]=[CH:19][CH:18]=[CH:17][CH:16]=3)[CH:14]=2)=[CH:6][N:5]=[CH:4]1)[CH3:2].[OH-].[Na+].O1CCCC1.Cl. Product: [CH2:1]([N:3]1[C:7](/[CH:8]=[CH:9]/[C:10]2[C:11]([O:21][CH2:22][C:23]3[CH:48]=[CH:47][C:26]([O:27][CH2:28][C:29]4[N:30]=[C:31]([C:35]5[CH:36]=[CH:37][C:38]([CH2:41][C:42]([OH:44])=[O:43])=[CH:39][CH:40]=5)[O:32][C:33]=4[CH3:34])=[C:25]([O:49][CH3:50])[CH:24]=3)=[N:12][N:13]([C:15]3[CH:16]=[CH:17][CH:18]=[CH:19][CH:20]=3)[CH:14]=2)=[CH:6][N:5]=[CH:4]1)[CH3:2]. The catalyst class is: 8. (2) Product: [CH3:1][C:2]1[C:6]([C:7]2[CH:8]=[C:9]3[C:15]([CH2:16][CH:18]4[CH2:23][CH:22]5[CH2:24][CH:19]4[CH2:20][CH2:21]5)=[CH:14][N:13]([CH3:25])[C:10]3=[N:11][CH:12]=2)=[C:5]([CH3:26])[O:4][N:3]=1. Reactant: [CH3:1][C:2]1[C:6]([C:7]2[CH:8]=[C:9]3[C:15]([CH:16]([CH:18]4[CH2:23][CH:22]5[CH2:24][CH:19]4[CH2:20][CH2:21]5)O)=[CH:14][N:13]([CH3:25])[C:10]3=[N:11][CH:12]=2)=[C:5]([CH3:26])[O:4][N:3]=1.C([SiH](CC)CC)C.FC(F)(F)C(O)=O.C(=O)([O-])[O-].[K+].[K+]. The catalyst class is: 68. (3) Reactant: [NH2:1][C:2]1[CH:7]=[C:6]([F:8])[CH:5]=[CH:4][N:3]=1.C[Si]([N-][Si](C)(C)C)(C)C.[K+].C1(C)C=CC=CC=1.[Cl:26][C:27]1[CH:28]=[C:29]([CH:34]=[C:35]([O:37][C:38]2[CH:39]=[N:40][CH:41]=[N:42][CH:43]=2)[CH:36]=1)[C:30](OC)=[O:31].Cl. Product: [Cl:26][C:27]1[CH:28]=[C:29]([CH:34]=[C:35]([O:37][C:38]2[CH:43]=[N:42][CH:41]=[N:40][CH:39]=2)[CH:36]=1)[C:30]([NH:1][C:2]1[CH:7]=[C:6]([F:8])[CH:5]=[CH:4][N:3]=1)=[O:31]. The catalyst class is: 49.